Dataset: Full USPTO retrosynthesis dataset with 1.9M reactions from patents (1976-2016). Task: Predict the reactants needed to synthesize the given product. (1) The reactants are: [NH2:1][C:2]1[CH:3]=[C:4]([C:8]2[C:12]3[N:13]=[C:14]([NH:18][C:19]4[CH:24]=[C:23]([O:25][CH3:26])[C:22]([O:27][CH3:28])=[C:21]([O:29][CH3:30])[CH:20]=4)[N:15]=[C:16]([NH2:17])[C:11]=3[S:10][CH:9]=2)[CH:5]=[CH:6][CH:7]=1.C(N(CC)CC)C.[CH:38]([N:41]=[C:42]=[O:43])([CH3:40])[CH3:39].C(OCC)(=O)C. Given the product [NH2:17][C:16]1[C:11]2[S:10][CH:9]=[C:8]([C:4]3[CH:3]=[C:2]([NH:1][C:42]([NH:41][CH:38]([CH3:40])[CH3:39])=[O:43])[CH:7]=[CH:6][CH:5]=3)[C:12]=2[N:13]=[C:14]([NH:18][C:19]2[CH:24]=[C:23]([O:25][CH3:26])[C:22]([O:27][CH3:28])=[C:21]([O:29][CH3:30])[CH:20]=2)[N:15]=1, predict the reactants needed to synthesize it. (2) Given the product [CH3:11][O:12][C:13]1[CH:14]=[C:15]([C:21]2[C:22](=[O:24])[C:6]3[C:7](=[CH:8][C:9]([OH:10])=[C:3]([CH2:1][CH3:2])[CH:4]=3)[O:35][CH:34]=2)[CH:16]=[CH:17][C:18]=1[O:19][CH3:20], predict the reactants needed to synthesize it. The reactants are: [CH2:1]([C:3]1[C:9]([OH:10])=[CH:8][CH:7]=[CH:6][C:4]=1O)[CH3:2].[CH3:11][O:12][C:13]1[CH:14]=[C:15]([CH2:21][C:22]([OH:24])=O)[CH:16]=[CH:17][C:18]=1[O:19][CH3:20].P(Cl)(Cl)(Cl)(Cl)Cl.CN([CH:34]=[O:35])C. (3) The reactants are: [CH3:1][C:2]1([CH3:19])[O:6][C@H:5]([CH2:7][O:8][C:9]2[CH:14]=[CH:13][C:12]([CH2:15][CH2:16][CH2:17][OH:18])=[CH:11][CH:10]=2)[CH2:4][O:3]1.C(N(CC)CC)C.[CH3:27][S:28](Cl)(=[O:30])=[O:29]. Given the product [CH3:1][C:2]1([CH3:19])[O:6][C@H:5]([CH2:7][O:8][C:9]2[CH:14]=[CH:13][C:12]([CH2:15][CH2:16][CH2:17][O:18][S:28]([CH3:27])(=[O:30])=[O:29])=[CH:11][CH:10]=2)[CH2:4][O:3]1, predict the reactants needed to synthesize it.